Dataset: Full USPTO retrosynthesis dataset with 1.9M reactions from patents (1976-2016). Task: Predict the reactants needed to synthesize the given product. (1) Given the product [Br:1][C:2]1[CH:3]=[C:4]([CH:7]([C:15]2[CH:20]=[CH:19][C:18]([CH2:21][CH3:22])=[CH:17][CH:16]=2)[OH:8])[S:5][CH:6]=1, predict the reactants needed to synthesize it. The reactants are: [Br:1][C:2]1[CH:3]=[C:4]([CH:7]=[O:8])[S:5][CH:6]=1.C([Li])CCC.Br[C:15]1[CH:20]=[CH:19][C:18]([CH2:21][CH3:22])=[CH:17][CH:16]=1.[Cl-].[NH4+]. (2) Given the product [ClH:23].[CH2:21]([O:20][C:17]1[N:16]=[CH:15][C:14]([CH:11]2[CH2:12][CH2:13][NH:8][CH2:9][CH2:10]2)=[CH:19][CH:18]=1)[CH3:22], predict the reactants needed to synthesize it. The reactants are: C(OC([N:8]1[CH2:13][CH2:12][CH:11]([C:14]2[CH:15]=[N:16][C:17]([O:20][CH2:21][CH3:22])=[CH:18][CH:19]=2)[CH2:10][CH2:9]1)=O)(C)(C)C.[ClH:23]. (3) Given the product [N+:11]([C:14]1[CH:19]=[CH:18][C:17]([N:20]2[CH2:25][CH2:24][CH2:23][CH2:22][CH2:21]2)=[CH:16][C:15]=1[C:26]([C:28]1[N:29]([S:41]([C:44]2[CH:49]=[CH:48][CH:47]=[CH:46][CH:45]=2)(=[O:42])=[O:43])[C:30]2[C:35]([CH:36]=1)=[CH:34][CH:33]=[C:32]([C:37]([F:39])([F:40])[F:38])[CH:31]=2)=[O:27])([O-:13])=[O:12], predict the reactants needed to synthesize it. The reactants are: CS(C)=O.C(Cl)(=O)C(Cl)=O.[N+:11]([C:14]1[CH:19]=[CH:18][C:17]([N:20]2[CH2:25][CH2:24][CH2:23][CH2:22][CH2:21]2)=[CH:16][C:15]=1[CH:26]([C:28]1[N:29]([S:41]([C:44]2[CH:49]=[CH:48][CH:47]=[CH:46][CH:45]=2)(=[O:43])=[O:42])[C:30]2[C:35]([CH:36]=1)=[CH:34][CH:33]=[C:32]([C:37]([F:40])([F:39])[F:38])[CH:31]=2)[OH:27])([O-:13])=[O:12].C(N(CC)CC)C. (4) Given the product [CH3:16][S:17][C:18]1[CH:23]=[CH:22][C:21]([C:2]2[C:6]3=[N:7][C:8]([C:11]([O:13][CH2:14][CH3:15])=[O:12])=[CH:9][CH:10]=[C:5]3[O:4][CH:3]=2)=[CH:20][CH:19]=1, predict the reactants needed to synthesize it. The reactants are: Br[C:2]1[C:6]2=[N:7][C:8]([C:11]([O:13][CH2:14][CH3:15])=[O:12])=[CH:9][CH:10]=[C:5]2[O:4][CH:3]=1.[CH3:16][S:17][C:18]1[CH:23]=[CH:22][C:21](B(O)O)=[CH:20][CH:19]=1. (5) Given the product [CH:36]1([CH2:35][NH:34][N:25]2[C:26]3[C:31](=[CH:30][CH:29]=[CH:28][CH:27]=3)[C:32]([OH:33])=[C:23]([C:22]3[NH:1][C:2]4[CH:7]=[CH:6][C:5]([NH:8][C:9](=[O:15])[O:10][C:11]([CH3:13])([CH3:14])[CH3:12])=[CH:4][C:3]=4[S:16](=[O:17])(=[O:18])[N:19]=3)[C:24]2=[O:39])[CH2:37][CH2:38]1, predict the reactants needed to synthesize it. The reactants are: [NH2:1][C:2]1[CH:7]=[CH:6][C:5]([NH:8][C:9](=[O:15])[O:10][C:11]([CH3:14])([CH3:13])[CH3:12])=[CH:4][C:3]=1[S:16]([NH2:19])(=[O:18])=[O:17].CS[C:22](SC)=[C:23]1[C:32](=[O:33])[C:31]2[C:26](=[CH:27][CH:28]=[CH:29][CH:30]=2)[N:25]([NH:34][CH2:35][CH:36]2[CH2:38][CH2:37]2)[C:24]1=[O:39]. (6) Given the product [Cl:19][C:12]1[C:13]([F:18])=[CH:14][CH:15]=[C:16]([F:17])[C:11]=1[CH2:10][N:9]1[CH2:8][C:7](=[O:20])[NH:6][C:5]2[N:21]=[CH:22][C:2]([C:33]3[CH:32]=[N:31][C:30]([N:27]4[CH2:26][CH2:25][N:24]([CH3:23])[CH2:29][CH2:28]4)=[CH:35][CH:34]=3)=[CH:3][C:4]1=2, predict the reactants needed to synthesize it. The reactants are: Br[C:2]1[CH:22]=[N:21][C:5]2[NH:6][C:7](=[O:20])[CH2:8][N:9]([CH2:10][C:11]3[C:16]([F:17])=[CH:15][CH:14]=[C:13]([F:18])[C:12]=3[Cl:19])[C:4]=2[CH:3]=1.[CH3:23][N:24]1[CH2:29][CH2:28][N:27]([C:30]2[CH:35]=[CH:34][C:33](B3OC(C)(C)C(C)(C)O3)=[CH:32][N:31]=2)[CH2:26][CH2:25]1.C1(P(C2C=CC=CC=2)C2C=CC=CC=2)C=CC=CC=1.